Dataset: Full USPTO retrosynthesis dataset with 1.9M reactions from patents (1976-2016). Task: Predict the reactants needed to synthesize the given product. (1) Given the product [Cl:47][C:44]1[C:45]2[NH:46][C:38]3[C:37]4[N:28]([C@@H:23]5[O:22][C@H:21]([CH2:55][OH:56])[C@@H:20]([O:19][CH3:18])[C@H:25]([OH:26])[C@H:24]5[O:27][S:7]([C:10]5[CH:16]=[CH:15][C:13]([CH3:14])=[CH:12][CH:11]=5)(=[O:9])=[O:8])[C:29]5[C:30](=[CH:31][CH:32]=[CH:33][C:34]=5[Cl:35])[C:36]=4[C:49]4[C:50](=[O:51])[NH:52][C:53](=[O:54])[C:48]=4[C:39]=3[C:40]=2[CH:41]=[CH:42][CH:43]=1, predict the reactants needed to synthesize it. The reactants are: C(=O)([O-])[O-].[K+].[K+].[S:7](Cl)([C:10]1[CH:16]=[CH:15][C:13]([CH3:14])=[CH:12][CH:11]=1)(=[O:9])=[O:8].[CH3:18][O:19][C@H:20]1[C@H:25]([OH:26])[C@@H:24]([OH:27])[C@H:23]([N:28]2[C:37]3[C:38]4[NH:46][C:45]5[C:44]([Cl:47])=[CH:43][CH:42]=[CH:41][C:40]=5[C:39]=4[C:48]4[C:53](=[O:54])[NH:52][C:50](=[O:51])[C:49]=4[C:36]=3[C:30]3[CH:31]=[CH:32][CH:33]=[C:34]([Cl:35])[C:29]2=3)[O:22][C@@H:21]1[CH2:55][OH:56]. (2) Given the product [Cl:1][C:2]1[N:3]=[CH:4][N:5]([C:7]2[CH:12]=[CH:11][C:10]([NH2:13])=[CH:9][C:8]=2[O:16][CH3:17])[CH:6]=1, predict the reactants needed to synthesize it. The reactants are: [Cl:1][C:2]1[N:3]=[CH:4][N:5]([C:7]2[CH:12]=[CH:11][C:10]([N+:13]([O-])=O)=[CH:9][C:8]=2[O:16][CH3:17])[CH:6]=1.C(O)C.C(O)(=O)C.[OH-].[Na+]. (3) Given the product [C:12]1([C:10]2[N:9]=[CH:8][N:7]=[C:6]([C:4]([C:23]3[CH:24]=[C:25]([O:29][CH3:30])[C:26]([O:27][CH3:28])=[C:21]([O:20][CH3:19])[CH:22]=3)=[O:5])[CH:11]=2)[CH:13]=[CH:14][CH:15]=[CH:16][CH:17]=1, predict the reactants needed to synthesize it. The reactants are: CON(C)[C:4]([C:6]1[CH:11]=[C:10]([C:12]2[CH:17]=[CH:16][CH:15]=[CH:14][CH:13]=2)[N:9]=[CH:8][N:7]=1)=[O:5].[CH3:19][O:20][C:21]1[CH:22]=[C:23]([Mg]Br)[CH:24]=[C:25]([O:29][CH3:30])[C:26]=1[O:27][CH3:28]. (4) Given the product [CH:6]1([CH:5]2[NH:9][C:10](=[O:14])[CH:11]([CH3:13])[NH:12][C:4]2=[O:3])[CH2:8][CH2:7]1, predict the reactants needed to synthesize it. The reactants are: Cl.C[O:3][C:4](=O)[CH:5]([NH:9][C:10](=[O:14])[C@H:11]([CH3:13])[NH2:12])[CH:6]1[CH2:8][CH2:7]1. (5) Given the product [CH:1]1([C@@H:7]([NH:9][C:10]([C:12]2[C:21]3[CH:20]=[C:19]4[O:22][CH2:23][CH2:24][O:25][C:18]4=[CH:17][C:16]=3[N:15]=[C:14]([C:26]3[CH:31]=[CH:30][CH:29]=[CH:28][CH:27]=3)[C:13]=2[CH2:32][N:68]2[CH2:69][CH2:70][CH:65]([N:59]3[CH2:64][CH2:63][CH2:62][CH2:61][CH2:60]3)[CH2:66][CH2:67]2)=[O:11])[CH3:8])[CH2:6][CH2:5][CH2:4][CH2:3][CH2:2]1, predict the reactants needed to synthesize it. The reactants are: [CH:1]1([C@@H:7]([NH:9][C:10]([C:12]2[C:21]3[CH:20]=[C:19]4[O:22][CH2:23][CH2:24][O:25][C:18]4=[CH:17][C:16]=3[N:15]=[C:14]([C:26]3[CH:31]=[CH:30][CH:29]=[CH:28][CH:27]=3)[C:13]=2[CH3:32])=[O:11])[CH3:8])[CH2:6][CH2:5][CH2:4][CH2:3][CH2:2]1.C1C(=O)N(Br)C(=O)C1.C(OOC(=O)C1C=CC=CC=1)(=O)C1C=CC=CC=1.[N:59]1([CH:65]2[CH2:70][CH2:69][NH:68][CH2:67][CH2:66]2)[CH2:64][CH2:63][CH2:62][CH2:61][CH2:60]1.C([O-])([O-])=O.[K+].[K+].